Dataset: Reaction yield outcomes from USPTO patents with 853,638 reactions. Task: Predict the reaction yield, written as a fraction of the theoretical maximum amount of product (1.0 means a 100% yield; for example, 0.34 means a 34% yield). (1) The catalyst is CN(C=O)C. The yield is 0.820. The product is [Br:1][C:2]1[C:3]([CH3:19])=[C:4]([N:13]([CH:14]2[CH2:18][CH2:17][CH2:16][CH2:15]2)[CH3:20])[C:5]([CH3:12])=[C:6]([CH:11]=1)[C:7]([O:9][CH3:10])=[O:8]. The reactants are [Br:1][C:2]1[C:3]([CH3:19])=[C:4]([NH:13][CH:14]2[CH2:18][CH2:17][CH2:16][CH2:15]2)[C:5]([CH3:12])=[C:6]([CH:11]=1)[C:7]([O:9][CH3:10])=[O:8].[C:20](=O)([O-])[O-].[Cs+].[Cs+].C(I)C. (2) The reactants are [OH:1][C:2]1[CH:11]=[C:10]2[C:5]([C:6]([O:12][C:13]3[CH:18]=[CH:17][C:16]([O:19][CH3:20])=[CH:15][C:14]=3[C:21](=[O:23])[CH3:22])=[CH:7][CH:8]=[N:9]2)=[CH:4][C:3]=1[O:24][CH3:25].Br[CH2:27][CH2:28][CH2:29][Cl:30].C(=O)([O-])[O-].[K+].[K+].O. The catalyst is CN(C)C=O. The product is [Cl:30][CH2:29][CH2:28][CH2:27][O:1][C:2]1[CH:11]=[C:10]2[C:5]([C:6]([O:12][C:13]3[CH:18]=[CH:17][C:16]([O:19][CH3:20])=[CH:15][C:14]=3[C:21](=[O:23])[CH3:22])=[CH:7][CH:8]=[N:9]2)=[CH:4][C:3]=1[O:24][CH3:25]. The yield is 0.340. (3) The reactants are C(OC([NH:11][C@H:12]1[CH2:17][CH2:16][N:15]([C:18]([O:20][C:21]([CH3:24])([CH3:23])[CH3:22])=[O:19])[CH2:14][C@H:13]1[N:25]([CH3:27])[CH3:26])=O)C1C=CC=CC=1.[H][H]. The catalyst is CO.[OH-].[Pd+2].[OH-]. The product is [NH2:11][C@H:12]1[CH2:17][CH2:16][N:15]([C:18]([O:20][C:21]([CH3:22])([CH3:23])[CH3:24])=[O:19])[CH2:14][C@H:13]1[N:25]([CH3:27])[CH3:26]. The yield is 1.00. (4) The product is [F:19][C:20]1[CH:21]=[CH:22][C:23]([N:26]2[CH2:31][CH2:30][N:29]([CH2:2][CH2:3][CH2:4][CH2:5][N:6]3[C:10]4[C:11](=[O:18])[CH2:12][N:13]([CH3:17])[S:14](=[O:16])(=[O:15])[C:9]=4[CH:8]=[CH:7]3)[CH2:28][CH2:27]2)=[CH:24][CH:25]=1. The catalyst is C(#N)C. The yield is 0.840. The reactants are Cl[CH2:2][CH2:3][CH2:4][CH2:5][N:6]1[C:10]2[C:11](=[O:18])[CH2:12][N:13]([CH3:17])[S:14](=[O:16])(=[O:15])[C:9]=2[CH:8]=[CH:7]1.[F:19][C:20]1[CH:25]=[CH:24][C:23]([N:26]2[CH2:31][CH2:30][NH:29][CH2:28][CH2:27]2)=[CH:22][CH:21]=1.C(=O)([O-])[O-].[K+].[K+].[I-].[Na+].